The task is: Predict the reactants needed to synthesize the given product.. This data is from Full USPTO retrosynthesis dataset with 1.9M reactions from patents (1976-2016). Given the product [CH3:1][C@:5]1([OH:4])[CH2:10][CH2:9][N:8]([C:11]([O:13][C:14]([CH3:17])([CH3:16])[CH3:15])=[O:12])[C@@H:7]([C:18]2[CH:19]=[CH:20][CH:21]=[CH:22][CH:23]=2)[CH2:6]1, predict the reactants needed to synthesize it. The reactants are: [CH3:1][Mg]Br.[O:4]=[C:5]1[CH2:10][CH2:9][N:8]([C:11]([O:13][C:14]([CH3:17])([CH3:16])[CH3:15])=[O:12])[CH:7]([C:18]2[CH:23]=[CH:22][CH:21]=[CH:20][CH:19]=2)[CH2:6]1.